This data is from Reaction yield outcomes from USPTO patents with 853,638 reactions. The task is: Predict the reaction yield, written as a fraction of the theoretical maximum amount of product (1.0 means a 100% yield; for example, 0.34 means a 34% yield). (1) The reactants are [CH2:1]([O:8][C:9]([CH:11]([NH:29][C:30]([O:32][C:33]([CH3:36])([CH3:35])[CH3:34])=[O:31])[CH2:12][C:13]1[CH:28]=[CH:27][C:16]([O:17][C:18]2[CH:26]=[CH:25][C:21]([C:22](O)=[O:23])=[CH:20][CH:19]=2)=[CH:15][CH:14]=1)=[O:10])[C:2]1[CH:7]=[CH:6][CH:5]=[CH:4][CH:3]=1.CN1CCOCC1.CN([P+]([O:54][N:55]1N=NC2C=CC=CC1=2)(N(C)C)N(C)C)C.F[P-](F)(F)(F)(F)F.Cl.NO. The catalyst is CN(C)C=O.C(O)(=O)C. The product is [CH2:1]([O:8][C:9](=[O:10])[CH:11]([NH:29][C:30]([O:32][C:33]([CH3:34])([CH3:35])[CH3:36])=[O:31])[CH2:12][C:13]1[CH:14]=[CH:15][C:16]([O:17][C:18]2[CH:19]=[CH:20][C:21]([C:22](=[O:23])[NH:55][OH:54])=[CH:25][CH:26]=2)=[CH:27][CH:28]=1)[C:2]1[CH:3]=[CH:4][CH:5]=[CH:6][CH:7]=1. The yield is 0.440. (2) The reactants are [CH2:1]([N:3]1[C:8]2=[N:9][C:10](S(C)=O)=[N:11][CH:12]=[C:7]2[CH2:6][N:5]([C:16]2[CH:21]=[C:20]([O:22][CH3:23])[CH:19]=[C:18]([O:24][CH3:25])[C:17]=2[F:26])[C:4]1=[O:27])[CH3:2].[NH2:28][C@H:29]1[CH2:34][CH2:33][C@H:32]([OH:35])[CH2:31][CH2:30]1. The catalyst is O1CCOCC1. The product is [CH2:1]([N:3]1[C:8]2=[N:9][C:10]([NH:28][CH:29]3[CH2:34][CH2:33][CH:32]([OH:35])[CH2:31][CH2:30]3)=[N:11][CH:12]=[C:7]2[CH2:6][N:5]([C:16]2[CH:21]=[C:20]([O:22][CH3:23])[CH:19]=[C:18]([O:24][CH3:25])[C:17]=2[F:26])[C:4]1=[O:27])[CH3:2]. The yield is 0.660. (3) The reactants are [C:1]([C:5]1[NH:6][C:7]2[C:12]([CH:13]=1)=[C:11]([F:14])[C:10]([N+:15]([O-])=O)=[CH:9][CH:8]=2)([CH3:4])([CH3:3])[CH3:2].[BH4-].[Na+].O. The catalyst is CO.Cl[Ni]Cl. The product is [C:1]([C:5]1[NH:6][C:7]2[C:12]([CH:13]=1)=[C:11]([F:14])[C:10]([NH2:15])=[CH:9][CH:8]=2)([CH3:4])([CH3:2])[CH3:3]. The yield is 0.500. (4) The reactants are [Br:1][C:2]1[C:3](F)=[C:4]2[C:10]([NH:11][C:12](=[O:19])[C:13]3[CH:18]=[CH:17][CH:16]=[N:15][CH:14]=3)=[CH:9][NH:8][C:5]2=[N:6][CH:7]=1.[CH3:21][C:22]1([NH:27]C(=O)OC(C)(C)C)[CH2:26][CH2:25][NH:24][CH2:23]1.CCN(C(C)C)C(C)C.C(O)(C(F)(F)F)=O.C(Cl)[Cl:52]. The catalyst is CCCCO. The product is [ClH:52].[NH2:27][C:22]1([CH3:21])[CH2:26][CH2:25][N:24]([C:3]2[C:2]([Br:1])=[CH:7][N:6]=[C:5]3[NH:8][CH:9]=[C:10]([NH:11][C:12](=[O:19])[C:13]4[CH:18]=[CH:17][CH:16]=[N:15][CH:14]=4)[C:4]=23)[CH2:23]1. The yield is 0.540. (5) The reactants are [C:1]([C:4]1[CH:5]=[C:6]([NH:11][CH:12]([C:16]2[CH:21]=[CH:20][C:19]([O:22][CH3:23])=[C:18]([O:24][CH3:25])[CH:17]=2)[C:13]([OH:15])=[O:14])[CH:7]=C[C:9]=1F)(=[O:3])[NH2:2].[NH2:26]C1C=NC=C(C=1)C(N)=O.COC1C=C(B(O)O)C=CC=1OC.O.C(O)(=O)C=O. No catalyst specified. The product is [C:1]([C:4]1[CH:5]=[C:6]([NH:11][CH:12]([C:16]2[CH:21]=[CH:20][C:19]([O:22][CH3:23])=[C:18]([O:24][CH3:25])[CH:17]=2)[C:13]([OH:15])=[O:14])[CH:7]=[N:26][CH:9]=1)(=[O:3])[NH2:2]. The yield is 0.630. (6) The reactants are [Br:1][C:2]1[CH:3]=[N:4][N:5]([CH3:16])[C:6]=1[C:7]1[CH:8]=[C:9]([C:13]([OH:15])=O)[S:10][C:11]=1[Cl:12].[NH2:17][C@@H:18]([CH2:31][C:32]1[CH:37]=[CH:36][C:35]([F:38])=[CH:34][CH:33]=1)[CH2:19][N:20]1[C:28](=[O:29])[C:27]2[C:22](=[CH:23][CH:24]=[CH:25][CH:26]=2)[C:21]1=[O:30].CC(OC(N[C@H](C(O)=O)CC1C=CC=CC=1C(F)(F)F)=O)(C)C.C1CN([P+](Br)(N2CCCC2)N2CCCC2)CC1.F[P-](F)(F)(F)(F)F.CCN(C(C)C)C(C)C. The catalyst is C(Cl)(Cl)Cl. The product is [Br:1][C:2]1[CH:3]=[N:4][N:5]([CH3:16])[C:6]=1[C:7]1[CH:8]=[C:9]([C:13]([NH:17][C@@H:18]([CH2:31][C:32]2[CH:33]=[CH:34][C:35]([F:38])=[CH:36][CH:37]=2)[CH2:19][N:20]2[C:28](=[O:29])[C:27]3[C:22](=[CH:23][CH:24]=[CH:25][CH:26]=3)[C:21]2=[O:30])=[O:15])[S:10][C:11]=1[Cl:12]. The yield is 0.310. (7) The catalyst is CN(C=O)C. The product is [CH3:29][O:28][N:27]([CH3:26])[C:10]([C:3]1[C:4]2[C:9](=[CH:8][CH:7]=[CH:6][CH:5]=2)[NH:1][N:2]=1)=[O:12]. The yield is 0.790. The reactants are [NH:1]1[C:9]2[C:4](=[CH:5][CH:6]=[CH:7][CH:8]=2)[C:3]([C:10]([OH:12])=O)=[N:2]1.C(N1C=CN=C1)(N1C=CN=C1)=O.Cl.[CH3:26][NH:27][O:28][CH3:29]. (8) The yield is 0.570. The reactants are [F:1][C:2]1[CH:16]=[CH:15][CH:14]=[CH:13][C:3]=1[CH2:4][C:5]1[C:9]([C:10]([OH:12])=O)=[CH:8][NH:7][N:6]=1.C(Cl)CCl.C1C=CC2N(O)N=NC=2C=1.C(N(CC)CC)C.[CH3:38][O:39][CH:40]([O:43][CH3:44])[CH2:41][NH2:42]. The catalyst is CN(C)C=O.C(OCC)(=O)C. The product is [CH3:38][O:39][CH:40]([O:43][CH3:44])[CH2:41][NH:42][C:10]([C:9]1[C:5]([CH2:4][C:3]2[CH:13]=[CH:14][CH:15]=[CH:16][C:2]=2[F:1])=[N:6][NH:7][CH:8]=1)=[O:12]. (9) The reactants are [CH3:1][N:2]1[CH:6]=[CH:5][C:4]([NH:7][C:8]([C:10]2[C:15](Br)=[CH:14][CH:13]=[C:12]([CH3:17])[N:11]=2)=[O:9])=[N:3]1.[NH2:18][C:19]1[CH:23]=[CH:22][N:21]([CH3:24])[N:20]=1.C(=O)([O-])[O-].[Cs+].[Cs+].CC1(C)C2C(=C(P(C3C=CC=CC=3)C3C=CC=CC=3)C=CC=2)OC2C(P(C3C=CC=CC=3)C3C=CC=CC=3)=CC=CC1=2.C(Cl)(Cl)Cl. The catalyst is O1CCOCC1.C1C=CC(/C=C/C(/C=C/C2C=CC=CC=2)=O)=CC=1.C1C=CC(/C=C/C(/C=C/C2C=CC=CC=2)=O)=CC=1.C1C=CC(/C=C/C(/C=C/C2C=CC=CC=2)=O)=CC=1.[Pd].[Pd]. The product is [CH3:1][N:2]1[CH:6]=[CH:5][C:4]([NH:7][C:8]([C:10]2[C:15]([NH:18][C:19]3[CH:23]=[CH:22][N:21]([CH3:24])[N:20]=3)=[CH:14][CH:13]=[C:12]([CH3:17])[N:11]=2)=[O:9])=[N:3]1. The yield is 0.170. (10) The reactants are C[C:2]1[CH:3]=[CH:4][C:5]([NH2:10])=[C:6]([NH2:9])[C:7]=1C.[O:11]=[C:12](CC)[C:13](O)=O. The catalyst is C(O)C. The product is [NH:9]1[C:6]2[C:5](=[CH:4][CH:3]=[CH:2][CH:7]=2)[N:10]=[CH:13][C:12]1=[O:11]. The yield is 0.552.